Dataset: Peptide-MHC class II binding affinity with 134,281 pairs from IEDB. Task: Regression. Given a peptide amino acid sequence and an MHC pseudo amino acid sequence, predict their binding affinity value. This is MHC class II binding data. (1) The peptide sequence is GPKEPFRDYVDRFYKTLR. The MHC is HLA-DQA10102-DQB10602 with pseudo-sequence HLA-DQA10102-DQB10602. The binding affinity (normalized) is 0.113. (2) The peptide sequence is DCLLCAYSIEFGTNISKEHD. The MHC is HLA-DPA10201-DPB10501 with pseudo-sequence HLA-DPA10201-DPB10501. The binding affinity (normalized) is 0.379. (3) The peptide sequence is KCIEWEKGQHGA. The MHC is DRB1_0401 with pseudo-sequence DRB1_0401. The binding affinity (normalized) is 0.316. (4) The peptide sequence is MSFVTTQPEALAAAA. The MHC is DRB1_0101 with pseudo-sequence DRB1_0101. The binding affinity (normalized) is 0.599. (5) The peptide sequence is EKKYFAATQFEPLQA. The MHC is HLA-DQA10301-DQB10302 with pseudo-sequence HLA-DQA10301-DQB10302. The binding affinity (normalized) is 0.409. (6) The peptide sequence is RSTTDSGKVIPEWCC. The MHC is DRB3_0202 with pseudo-sequence DRB3_0202. The binding affinity (normalized) is 0.